This data is from Forward reaction prediction with 1.9M reactions from USPTO patents (1976-2016). The task is: Predict the product of the given reaction. (1) Given the reactants Cl[C:2]1[CH:3]=[CH:4][C:5]2[N:6]([C:8]([C:11]3[CH:16]=[CH:15][CH:14]=[C:13]([Cl:17])[CH:12]=3)=[CH:9][N:10]=2)[N:7]=1.[C@H:18]1([NH2:25])[CH2:23][CH2:22][C@H:21]([NH2:24])[CH2:20][CH2:19]1.C(O[Na])(C)(C)C.C1C=CC(P(C2C(C3C(P(C4C=CC=CC=4)C4C=CC=CC=4)=CC=C4C=3C=CC=C4)=C3C(C=CC=C3)=CC=2)C2C=CC=CC=2)=CC=1.N#N, predict the reaction product. The product is: [Cl:17][C:13]1[CH:12]=[C:11]([C:8]2[N:6]3[N:7]=[C:2]([NH:24][C@H:21]4[CH2:22][CH2:23][C@H:18]([NH2:25])[CH2:19][CH2:20]4)[CH:3]=[CH:4][C:5]3=[N:10][CH:9]=2)[CH:16]=[CH:15][CH:14]=1. (2) The product is: [C:15]([C:3]1[CH:4]=[N:5][C:6]2[C:11]([C:2]=1[NH:21][C:20]1[CH:22]=[CH:23][CH:24]=[C:25]3[O:26][CH2:17][O:18][C:19]=13)=[CH:10][C:9]([O:12][CH3:13])=[C:8]([OH:14])[CH:7]=2)#[N:16]. Given the reactants Cl[C:2]1[C:11]2[C:6](=[CH:7][C:8]([OH:14])=[C:9]([O:12][CH3:13])[CH:10]=2)[N:5]=[CH:4][C:3]=1[C:15]#[N:16].[CH2:17]1[O:26][C:25]2[C:19](=[C:20]([CH:22]=[CH:23][CH:24]=2)[NH2:21])[O:18]1, predict the reaction product.